Dataset: Forward reaction prediction with 1.9M reactions from USPTO patents (1976-2016). Task: Predict the product of the given reaction. (1) Given the reactants [Cl-].[OH:2][NH3+:3].N1C=CC=CC=1.[C:10]([O:13][CH:14]([C:16]#[C:17][C:18]1[CH:23]=[C:22]([F:24])[CH:21]=[CH:20][C:19]=1[CH:25]=O)[CH3:15])(=[O:12])[CH3:11], predict the reaction product. The product is: [C:10]([O:13][CH:14]([C:16]#[C:17][C:18]1[CH:23]=[C:22]([F:24])[CH:21]=[CH:20][C:19]=1/[CH:25]=[N:3]/[OH:2])[CH3:15])(=[O:12])[CH3:11]. (2) Given the reactants [CH3:1][O:2][C:3]1[CH:10]=[CH:9][C:6]([CH2:7][OH:8])=[CH:5][CH:4]=1.CC(C)([O-])C.[K+].[CH3:17][C:18]1([CH3:34])[CH2:23][CH:22]([CH2:24][NH:25][C:26]2[C:31]([F:32])=[CH:30][CH:29]=[C:28](F)[N:27]=2)[CH2:21][CH2:20][O:19]1.O, predict the reaction product. The product is: [CH3:17][C:18]1([CH3:34])[CH2:23][CH:22]([CH2:24][NH:25][C:26]2[C:31]([F:32])=[CH:30][CH:29]=[C:28]([O:8][CH2:7][C:6]3[CH:9]=[CH:10][C:3]([O:2][CH3:1])=[CH:4][CH:5]=3)[N:27]=2)[CH2:21][CH2:20][O:19]1.